Task: Predict the product of the given reaction.. Dataset: Forward reaction prediction with 1.9M reactions from USPTO patents (1976-2016) (1) Given the reactants [F:1][C:2]1[CH:25]=[CH:24][CH:23]=[C:22]([F:26])[C:3]=1[C:4]([NH:6][C:7]([NH:9][C:10]1[CH:15]=[CH:14][C:13]([S:16][C:17]([F:20])([F:19])[F:18])=[CH:12][C:11]=1[F:21])=[O:8])=[O:5].[CH2:27]([O:29][CH2:30]Cl)[CH3:28].[H-].[Na+].O, predict the reaction product. The product is: [F:1][C:2]1[CH:25]=[CH:24][CH:23]=[C:22]([F:26])[C:3]=1[C:4]([N:6]([CH2:30][O:29][CH2:27][CH3:28])[C:7]([NH:9][C:10]1[CH:15]=[CH:14][C:13]([S:16][C:17]([F:19])([F:18])[F:20])=[CH:12][C:11]=1[F:21])=[O:8])=[O:5]. (2) The product is: [I:7][C:8]1[C:9]2[O:16][C:15]([C:17]([OH:19])=[O:18])=[CH:14][C:10]=2[CH:11]=[N:12][CH:13]=1. Given the reactants OP([O-])(O)=O.[K+].[I:7][C:8]1[C:9]2[O:16][C:15]([CH:17]=[O:18])=[CH:14][C:10]=2[CH:11]=[N:12][CH:13]=1.[O-:19]Cl=O.[Na+], predict the reaction product.